This data is from Forward reaction prediction with 1.9M reactions from USPTO patents (1976-2016). The task is: Predict the product of the given reaction. (1) Given the reactants C([O:3][CH:4](OCC)[C:5]1[CH:10]=[C:9]([NH:11][C:12]2[S:13][C:14]3[CH:20]=[C:19]([Br:21])[CH:18]=[CH:17][C:15]=3[N:16]=2)[N:8]=[C:7]([NH:22][C@H:23]2[CH2:28][CH2:27][C@H:26]([OH:29])[CH2:25][CH2:24]2)[N:6]=1)C.Cl, predict the reaction product. The product is: [Br:21][C:19]1[CH:18]=[CH:17][C:15]2[N:16]=[C:12]([NH:11][C:9]3[N:8]=[C:7]([NH:22][C@H:23]4[CH2:24][CH2:25][C@H:26]([OH:29])[CH2:27][CH2:28]4)[N:6]=[C:5]([CH:4]=[O:3])[CH:10]=3)[S:13][C:14]=2[CH:20]=1. (2) Given the reactants [F:1][C:2]1[CH:7]=[CH:6][C:5]([CH:8]([OH:26])[CH:9]([CH2:15][C:16]2[CH:21]=[CH:20][CH:19]=[C:18]([O:22][CH:23]([CH3:25])[CH3:24])[CH:17]=2)[C:10]([O:12]CC)=[O:11])=[CH:4][CH:3]=1.[OH-].[Na+].Cl, predict the reaction product. The product is: [F:1][C:2]1[CH:3]=[CH:4][C:5]([CH:8]([OH:26])[CH:9]([CH2:15][C:16]2[CH:21]=[CH:20][CH:19]=[C:18]([O:22][CH:23]([CH3:24])[CH3:25])[CH:17]=2)[C:10]([OH:12])=[O:11])=[CH:6][CH:7]=1. (3) Given the reactants [C:1]([C:3]1[CH:9]=[C:8]([N+:10]([O-:12])=[O:11])[C:6]([NH2:7])=[CH:5][C:4]=1F)#N.[CH2:14]([N:16]1[CH2:21][CH2:20][NH:19][CH:18]([CH3:22])[CH2:17]1)[CH3:15], predict the reaction product. The product is: [CH2:14]([N:16]1[CH2:21][CH2:20][N:19]([C:4]2[C:3]([CH3:1])=[CH:9][C:8]([N+:10]([O-:12])=[O:11])=[C:6]([CH:5]=2)[NH2:7])[CH:18]([CH3:22])[CH2:17]1)[CH3:15]. (4) Given the reactants [C@@H:1]12[CH2:6][C@@H:5]1[CH2:4][NH:3][C@@H:2]2[CH2:7][NH:8][C:9]([C:11]1[CH:12]=[CH:13][CH:14]=[C:15]2[O:19][CH:18]=[CH:17][C:16]=12)=[O:10].[CH3:20][C:21]1[CH:22]=[C:23]([C:28]2[C:29]([C:34](O)=[O:35])=[CH:30][CH:31]=[CH:32][CH:33]=2)[CH:24]=[CH:25][C:26]=1[CH3:27], predict the reaction product. The product is: [CH3:20][C:21]1[CH:22]=[C:23]([C:28]2[C:29]([C:34]([N:3]3[CH2:4][C@@H:5]4[C@@H:1]([CH2:6]4)[C@H:2]3[CH2:7][NH:8][C:9]([C:11]3[CH:12]=[CH:13][CH:14]=[C:15]4[O:19][CH:18]=[CH:17][C:16]=34)=[O:10])=[O:35])=[CH:30][CH:31]=[CH:32][CH:33]=2)[CH:24]=[CH:25][C:26]=1[CH3:27]. (5) Given the reactants [O:1]=[C:2]1[N:7]=[C:6]([CH2:8][CH2:9][C:10]2[CH:11]=[CH:12][C:13]([O:18][C:19]3[CH:24]=[CH:23][CH:22]=[C:21]([C:25]([F:28])([F:27])[F:26])[CH:20]=3)=[C:14]([CH:17]=2)[C:15]#[N:16])[CH:5]=[CH:4][NH:3]1.Cl.Cl[CH2:31][C:32]1[CH:33]=[N:34][N:35]([CH3:37])[CH:36]=1, predict the reaction product. The product is: [CH3:37][N:35]1[CH:36]=[C:32]([CH2:31][N:3]2[CH:4]=[CH:5][C:6]([CH2:8][CH2:9][C:10]3[CH:11]=[CH:12][C:13]([O:18][C:19]4[CH:24]=[CH:23][CH:22]=[C:21]([C:25]([F:28])([F:26])[F:27])[CH:20]=4)=[C:14]([CH:17]=3)[C:15]#[N:16])=[N:7][C:2]2=[O:1])[CH:33]=[N:34]1. (6) Given the reactants [CH3:1][N:2]1[CH:6]=[C:5]([C:7]2[N:12]=[C:11]([C:13]3[CH:14]=[N:15][N:16]([C:18]4([CH2:29][C:30]#[N:31])[CH2:21][N:20]([S:22]([C:25]([F:28])([F:27])[F:26])(=[O:24])=[O:23])[CH2:19]4)[CH:17]=3)[N:10]3[CH:32]=[CH:33][N:34]=[C:9]3[CH:8]=2)[CH:4]=[N:3]1.C([O-])(O)=O.[Na+].C(Cl)[Cl:41], predict the reaction product. The product is: [Cl:41][C:32]1[N:10]2[C:11]([C:13]3[CH:14]=[N:15][N:16]([C:18]4([CH2:29][C:30]#[N:31])[CH2:21][N:20]([S:22]([C:25]([F:28])([F:26])[F:27])(=[O:24])=[O:23])[CH2:19]4)[CH:17]=3)=[N:12][C:7]([C:5]3[CH:4]=[N:3][N:2]([CH3:1])[CH:6]=3)=[CH:8][C:9]2=[N:34][CH:33]=1. (7) Given the reactants F[C:2](F)(F)[C:3]([O-:5])=O.[NH2:8][CH:9]([CH2:36][C:37]1[CH:42]=[CH:41][CH:40]=[CH:39][CH:38]=1)[C:10]([NH:12][CH:13]([C:21](=[O:35])[NH:22][CH:23](C(=O)CCl)[CH2:24][CH2:25][CH2:26][NH:27][C:28]([NH2:30])=[NH:29])[CH2:14][C:15]1[CH:20]=[CH:19][CH:18]=[CH:17][CH:16]=1)=[O:11].[C:43]([NH:46][CH:47]([CH2:51][C:52]1[CH:57]=[CH:56][C:55]([N:58]([CH2:62][CH2:63][Cl:64])[CH2:59][CH2:60][Cl:61])=[CH:54][CH:53]=1)[C:48]([OH:50])=O)(=[O:45])[CH3:44].ON1C2C=CC=CC=2N=N1.C(=O)([O-])O.[Na+].[ClH:80].C(N=C=NCCCN(C)C)C.FC(F)(F)C(O)=O, predict the reaction product. The product is: [C:43]([NH:46][CH:47]([CH2:51][C:52]1[CH:57]=[CH:56][C:55]([N:58]([CH2:62][CH2:63][Cl:64])[CH2:59][CH2:60][Cl:61])=[CH:54][CH:53]=1)[C:48]([NH:8][CH:9]([CH2:36][C:37]1[CH:38]=[CH:39][CH:40]=[CH:41][CH:42]=1)[C:10]([NH:12][CH:13]([C:21](=[O:35])[NH:22][CH:23]([C:3](=[O:5])[CH2:2][Cl:80])[CH2:24][CH2:25][CH2:26][NH:27][C:28]([NH2:30])=[NH:29])[CH2:14][C:15]1[CH:16]=[CH:17][CH:18]=[CH:19][CH:20]=1)=[O:11])=[O:50])(=[O:45])[CH3:44]. (8) Given the reactants Br[C:2]1[CH:3]=[C:4]([CH2:12][N:13]([CH3:15])[CH3:14])[CH:5]=[C:6]([C:8]([F:11])([F:10])[F:9])[CH:7]=1.C([Li])CCC.[C:21](=[O:23])=[O:22], predict the reaction product. The product is: [CH3:14][N:13]([CH2:12][C:4]1[CH:3]=[C:2]([CH:7]=[C:6]([C:8]([F:11])([F:10])[F:9])[CH:5]=1)[C:21]([OH:23])=[O:22])[CH3:15]. (9) Given the reactants Cl.C(OC([NH:9][CH:10]1[CH2:15][CH2:14][CH:13]([N:16]([C@@H:24]2[CH2:26][C@H:25]2[C:27]2[CH:28]=[N:29][C:30]([NH:33][CH2:34][C:35]3[CH:40]=[CH:39][CH:38]=[C:37]([CH3:41])[CH:36]=3)=[CH:31][CH:32]=2)C(=O)OC(C)(C)C)[CH2:12][CH2:11]1)=O)(C)(C)C, predict the reaction product. The product is: [CH3:41][C:37]1[CH:36]=[C:35]([CH:40]=[CH:39][CH:38]=1)[CH2:34][NH:33][C:30]1[N:29]=[CH:28][C:27]([C@@H:25]2[CH2:26][C@H:24]2[NH:16][CH:13]2[CH2:12][CH2:11][CH:10]([NH2:9])[CH2:15][CH2:14]2)=[CH:32][CH:31]=1. (10) Given the reactants CS(O[C@@H:6]([C:8]1[CH:13]=[CH:12][CH:11]=[CH:10][N:9]=1)[CH3:7])(=O)=O.C(N(CC)C(C)C)(C)C.[N:23]1([C:29]([O:31][C:32]([CH3:35])([CH3:34])[CH3:33])=[O:30])[CH2:28][CH2:27][NH:26][CH2:25][CH2:24]1, predict the reaction product. The product is: [N:9]1[CH:10]=[CH:11][CH:12]=[CH:13][C:8]=1[C@@H:6]([N:26]1[CH2:25][CH2:24][N:23]([C:29]([O:31][C:32]([CH3:35])([CH3:34])[CH3:33])=[O:30])[CH2:28][CH2:27]1)[CH3:7].